Dataset: Catalyst prediction with 721,799 reactions and 888 catalyst types from USPTO. Task: Predict which catalyst facilitates the given reaction. Reactant: [OH-].[Li+].[C:3]([O:7][C:8]([NH:10][C@@H:11]1[C:21]2[C:16](=[N:17][CH:18]=[CH:19][CH:20]=2)[C@@H:15]([CH2:22][C:23]([O:25]CC)=[O:24])[CH2:14][CH2:13][C@H:12]1[C:28]1[CH:33]=[CH:32][CH:31]=[C:30]([F:34])[C:29]=1[F:35])=[O:9])([CH3:6])([CH3:5])[CH3:4]. Product: [C:3]([O:7][C:8]([NH:10][C@@H:11]1[C:21]2[C:16](=[N:17][CH:18]=[CH:19][CH:20]=2)[C@@H:15]([CH2:22][C:23]([OH:25])=[O:24])[CH2:14][CH2:13][C@H:12]1[C:28]1[CH:33]=[CH:32][CH:31]=[C:30]([F:34])[C:29]=1[F:35])=[O:9])([CH3:6])([CH3:4])[CH3:5]. The catalyst class is: 30.